Dataset: Full USPTO retrosynthesis dataset with 1.9M reactions from patents (1976-2016). Task: Predict the reactants needed to synthesize the given product. (1) Given the product [F:26][C:27]1[CH:32]=[CH:31][C:30]([NH:33][C:34](=[O:35])[NH:1][C:2]2[CH:7]=[CH:6][C:5]([C:8]3[CH:9]=[C:10]4[C:14](=[CH:15][CH:16]=3)[C:13](=[O:17])[N:12]([C@@H:18]([CH:23]([CH3:25])[CH3:24])[C:19]([O:21][CH3:22])=[O:20])[CH2:11]4)=[CH:4][CH:3]=2)=[CH:29][CH:28]=1, predict the reactants needed to synthesize it. The reactants are: [NH2:1][C:2]1[CH:7]=[CH:6][C:5]([C:8]2[CH:9]=[C:10]3[C:14](=[CH:15][CH:16]=2)[C:13](=[O:17])[N:12]([C@@H:18]([CH:23]([CH3:25])[CH3:24])[C:19]([O:21][CH3:22])=[O:20])[CH2:11]3)=[CH:4][CH:3]=1.[F:26][C:27]1[CH:32]=[CH:31][C:30]([N:33]=[C:34]=[O:35])=[CH:29][CH:28]=1. (2) Given the product [F:14][C:15]1[CH:16]=[C:17]([CH:18]=[CH:19][C:20]=1[O:21][C:22]1[CH:23]=[N:24][C:25]([C:28]([F:31])([F:29])[F:30])=[CH:26][CH:27]=1)[CH2:32][O:33][C:2]1[CH:3]=[C:4]2[N:11]([CH3:12])[C@H:10]([CH3:13])[CH2:9][N:5]2[C:6](=[O:8])[N:7]=1, predict the reactants needed to synthesize it. The reactants are: Cl[C:2]1[CH:3]=[C:4]2[N:11]([CH3:12])[C@H:10]([CH3:13])[CH2:9][N:5]2[C:6](=[O:8])[N:7]=1.[F:14][C:15]1[CH:16]=[C:17]([CH2:32][OH:33])[CH:18]=[CH:19][C:20]=1[O:21][C:22]1[CH:23]=[N:24][C:25]([C:28]([F:31])([F:30])[F:29])=[CH:26][CH:27]=1. (3) Given the product [C:1]([O:9][CH2:10][C:11]1[S:12][CH:13]=[C:14]([C:16]2[CH:17]=[CH:18][C:19]([O:22][CH2:34][C:33]3[CH:36]=[CH:37][C:30]([CH:26]([CH2:27][CH2:28][CH3:29])[CH2:23][CH2:24][CH3:25])=[CH:31][CH:32]=3)=[CH:20][CH:21]=2)[N:15]=1)(=[O:8])[C:2]1[CH:3]=[CH:4][CH:5]=[CH:6][CH:7]=1, predict the reactants needed to synthesize it. The reactants are: [C:1]([O:9][CH2:10][C:11]1[S:12][CH:13]=[C:14]([C:16]2[CH:21]=[CH:20][C:19]([OH:22])=[CH:18][CH:17]=2)[N:15]=1)(=[O:8])[C:2]1[CH:7]=[CH:6][CH:5]=[CH:4][CH:3]=1.[CH2:23]([CH:26]([C:30]1[CH:37]=[CH:36][C:33]([CH2:34]Cl)=[CH:32][CH:31]=1)[CH2:27][CH2:28][CH3:29])[CH2:24][CH3:25].C(=O)([O-])[O-].[K+].[K+].C(OCC)(=O)C. (4) Given the product [Cl:18][C:13]1[CH:14]=[CH:15][CH:16]=[CH:17][C:12]=1[CH2:11][N:7]1[C:6]2[CH:19]=[C:2]([C:23]3[CH:24]=[C:25]([CH:29]=[CH:30][CH:31]=3)[C:26]([OH:28])=[O:27])[CH:3]=[C:4]([CH3:20])[C:5]=2[N:9]=[C:8]1[CH3:10], predict the reactants needed to synthesize it. The reactants are: Br[C:2]1[CH:3]=[C:4]([CH3:20])[C:5]2[N:9]=[C:8]([CH3:10])[N:7]([CH2:11][C:12]3[CH:17]=[CH:16][CH:15]=[CH:14][C:13]=3[Cl:18])[C:6]=2[CH:19]=1.OB(O)[C:23]1[CH:24]=[C:25]([CH:29]=[CH:30][CH:31]=1)[C:26]([OH:28])=[O:27].